This data is from Catalyst prediction with 721,799 reactions and 888 catalyst types from USPTO. The task is: Predict which catalyst facilitates the given reaction. (1) Reactant: [CH:1](=O)/[CH:2]=[CH:3]/[CH3:4].[C:6]1([S:12]([C:15]#[N:16])(=[O:14])=[O:13])[CH:11]=[CH:10][CH:9]=[CH:8][CH:7]=1.C1(C)C=CC=CC=1.B(OCCCC)(OCCCC)OCCCC. Product: [C:6]1([S:12]([C:15]2[CH:4]=[CH:3][CH:2]=[CH:1][N:16]=2)(=[O:13])=[O:14])[CH:7]=[CH:8][CH:9]=[CH:10][CH:11]=1. The catalyst class is: 51. (2) Reactant: C([N-]C(C)C)(C)C.[Li+].C([Li])CCC.C(NC(C)C)(C)C.[CH3:21][CH:22]([CH3:37])[C:23]([O:25][CH2:26][C:27]1[CH:32]=[CH:31][CH:30]=[C:29]([C:33]([F:36])([F:35])[F:34])[CH:28]=1)=[O:24].[N:38]1[CH:43]=[CH:42][CH:41]=[C:40]([CH:44]=[O:45])[CH:39]=1. Product: [OH:45][CH:44]([C:40]1[CH:39]=[N:38][CH:43]=[CH:42][CH:41]=1)[C:22]([CH3:37])([CH3:21])[C:23]([O:25][CH2:26][C:27]1[CH:32]=[CH:31][CH:30]=[C:29]([C:33]([F:34])([F:35])[F:36])[CH:28]=1)=[O:24]. The catalyst class is: 392. (3) Reactant: [CH3:1][Si:2]([CH3:45])([CH3:44])[CH2:3][CH2:4][O:5][CH2:6][N:7]([CH2:36][O:37][CH2:38][CH2:39][Si:40]([CH3:43])([CH3:42])[CH3:41])[C:8]1[N:13]2[N:14]=[CH:15][C:16](I)=[C:12]2[N:11]=[C:10]([CH:18]2[CH2:23][CH2:22][C:21]([O:31][CH2:32][CH2:33][O:34][CH3:35])([C:24]([O:26][CH2:27][CH2:28][O:29][CH3:30])=[O:25])[CH2:20][CH2:19]2)[CH:9]=1.[C:46]1([N:52]2[CH:56]=[C:55](B3OC(C)(C)C(C)(C)O3)[CH:54]=[N:53]2)[CH:51]=[CH:50][CH:49]=[CH:48][CH:47]=1.[O-]P([O-])([O-])=O.[K+].[K+].[K+]. Product: [CH3:1][Si:2]([CH3:45])([CH3:44])[CH2:3][CH2:4][O:5][CH2:6][N:7]([CH2:36][O:37][CH2:38][CH2:39][Si:40]([CH3:43])([CH3:42])[CH3:41])[C:8]1[N:13]2[N:14]=[CH:15][C:16]([C:55]3[CH:54]=[N:53][N:52]([C:46]4[CH:47]=[CH:48][CH:49]=[CH:50][CH:51]=4)[CH:56]=3)=[C:12]2[N:11]=[C:10]([CH:18]2[CH2:23][CH2:22][C:21]([O:31][CH2:32][CH2:33][O:34][CH3:35])([C:24]([O:26][CH2:27][CH2:28][O:29][CH3:30])=[O:25])[CH2:20][CH2:19]2)[CH:9]=1. The catalyst class is: 38. (4) Reactant: [H-].[Al+3].[Li+].[H-].[H-].[H-].C([N-][C@@H:15]1[CH2:20][O:19][CH2:18][C:17](=O)[N:16]1[CH2:22][C:23]1[CH:28]=[CH:27][CH:26]=[CH:25][CH:24]=1)C1C=CC=CC=1.[OH-].[Na+]. Product: [CH2:22]([NH:16][CH2:15][CH:17]1[CH2:18][O:19][CH2:20][CH2:15][N:16]1[CH2:22][C:23]1[CH:24]=[CH:25][CH:26]=[CH:27][CH:28]=1)[C:23]1[CH:28]=[CH:27][CH:26]=[CH:25][CH:24]=1. The catalyst class is: 7.